The task is: Regression/Classification. Given a drug SMILES string, predict its absorption, distribution, metabolism, or excretion properties. Task type varies by dataset: regression for continuous measurements (e.g., permeability, clearance, half-life) or binary classification for categorical outcomes (e.g., BBB penetration, CYP inhibition). Dataset: cyp2d6_veith.. This data is from CYP2D6 inhibition data for predicting drug metabolism from PubChem BioAssay. (1) The drug is CCCN(CCC)[C@@H]1CCc2c(OC)cccc2[C@@H]1C. The result is 0 (non-inhibitor). (2) The drug is CCOC(=O)N/N=C\c1ccc([N+](=O)[O-])o1. The result is 0 (non-inhibitor). (3) The compound is O=C(c1ccncc1)N1CCC2(CCCN(Cc3nccs3)C2)CC1. The result is 1 (inhibitor). (4) The drug is NCCOC[C@H](N)C(=O)O. The result is 0 (non-inhibitor). (5) The molecule is CN(C)CCC=C1c2ccccc2CCc2ccccc21. The result is 1 (inhibitor). (6) The drug is CC1=NN(c2ccccc2)C(=O)C1C(=O)c1ccc(Cl)cc1. The result is 0 (non-inhibitor). (7) The compound is CC(NC(=O)OC1CCCCC1)N1C(=O)C2C3C=CC(C3)C2C1=O. The result is 0 (non-inhibitor).